Task: Predict the product of the given reaction.. Dataset: Forward reaction prediction with 1.9M reactions from USPTO patents (1976-2016) (1) Given the reactants [N+:1]([C:4]1[CH:9]=[CH:8][C:7]([S:10]([NH:13][CH:14]([CH2:20][CH:21]=[C:22]2[CH2:27][CH2:26][O:25][CH2:24][CH2:23]2)[C:15]([O:17][CH2:18][CH3:19])=[O:16])(=[O:12])=[O:11])=[CH:6][CH:5]=1)([O-:3])=[O:2].FC(F)(F)S(O)(=O)=O, predict the reaction product. The product is: [N+:1]([C:4]1[CH:9]=[CH:8][C:7]([S:10]([N:13]2[C:22]3([CH2:27][CH2:26][O:25][CH2:24][CH2:23]3)[CH2:21][CH2:20][CH:14]2[C:15]([O:17][CH2:18][CH3:19])=[O:16])(=[O:11])=[O:12])=[CH:6][CH:5]=1)([O-:3])=[O:2]. (2) Given the reactants [CH:1]1([N:4]2[CH:8]=[CH:7][N:6]=[CH:5]2)[CH2:3][CH2:2]1.[I:9]N1C(C)(C)C(=O)N(I)C1=O.CS(O)(=O)=O, predict the reaction product. The product is: [CH:1]1([N:4]2[C:8]([I:9])=[CH:7][N:6]=[CH:5]2)[CH2:3][CH2:2]1. (3) Given the reactants [CH2:1]([O:8][C:9]1[CH:18]=[C:17]2[C:12]([C:13]([C:20]3[CH:25]=[CH:24][CH:23]=[C:22]([Cl:26])[CH:21]=3)=[N:14][NH:15][C:16]2=[O:19])=[CH:11][CH:10]=1)[C:2]1[CH:7]=[CH:6][CH:5]=[CH:4][CH:3]=1.[H-].[Na+].Br[CH2:30][C:31]([C:33]1([C:36]2[CH:46]=[CH:45][C:39]3[O:40][C:41]([F:44])([F:43])[O:42][C:38]=3[CH:37]=2)[CH2:35][CH2:34]1)=[O:32], predict the reaction product. The product is: [CH2:1]([O:8][C:9]1[CH:18]=[C:17]2[C:12]([C:13]([C:20]3[CH:25]=[CH:24][CH:23]=[C:22]([Cl:26])[CH:21]=3)=[N:14][N:15]([CH2:30][C:31]([C:33]3([C:36]4[CH:46]=[CH:45][C:39]5[O:40][C:41]([F:43])([F:44])[O:42][C:38]=5[CH:37]=4)[CH2:34][CH2:35]3)=[O:32])[C:16]2=[O:19])=[CH:11][CH:10]=1)[C:2]1[CH:3]=[CH:4][CH:5]=[CH:6][CH:7]=1. (4) Given the reactants Br[C:2]1[N:7]=[C:6]([C:8]2[CH:9]=[C:10]([CH:16]=[CH:17][CH:18]=2)[C:11]([O:13][CH2:14][CH3:15])=[O:12])[CH:5]=[CH:4][CH:3]=1.[CH:19]([C:22]1[CH:27]=[CH:26][C:25](B(O)O)=[CH:24][CH:23]=1)([CH3:21])[CH3:20].C(=O)([O-])[O-].[Na+].[Na+], predict the reaction product. The product is: [CH:19]([C:22]1[CH:27]=[CH:26][C:25]([C:2]2[N:7]=[C:6]([C:8]3[CH:9]=[C:10]([CH:16]=[CH:17][CH:18]=3)[C:11]([O:13][CH2:14][CH3:15])=[O:12])[CH:5]=[CH:4][CH:3]=2)=[CH:24][CH:23]=1)([CH3:21])[CH3:20].